Dataset: Full USPTO retrosynthesis dataset with 1.9M reactions from patents (1976-2016). Task: Predict the reactants needed to synthesize the given product. (1) Given the product [C:1]([C:5]1[S:9][C:8]([C:10]([NH:12][C@@H:13]([CH2:26][C:27]2[CH:32]=[CH:31][C:30]([C:33]3[N:34]=[CH:35][C:36]([C:39]4[CH:44]=[CH:43][C:42]([O:45][S:57]([C:56]([F:75])([F:74])[F:55])(=[O:59])=[O:58])=[CH:41][CH:40]=4)=[CH:37][N:38]=3)=[CH:29][CH:28]=2)[C:14]([NH:16][C@@H:17]([C:19]([O:21][C:22]([CH3:25])([CH3:23])[CH3:24])=[O:20])[CH3:18])=[O:15])=[O:11])=[CH:7][CH:6]=1)([CH3:2])([CH3:3])[CH3:4], predict the reactants needed to synthesize it. The reactants are: [C:1]([C:5]1[S:9][C:8]([C:10]([NH:12][C@@H:13]([CH2:26][C:27]2[CH:32]=[CH:31][C:30]([C:33]3[N:38]=[CH:37][C:36]([C:39]4[CH:44]=[CH:43][C:42]([OH:45])=[CH:41][CH:40]=4)=[CH:35][N:34]=3)=[CH:29][CH:28]=2)[C:14]([NH:16][C@@H:17]([C:19]([O:21][C:22]([CH3:25])([CH3:24])[CH3:23])=[O:20])[CH3:18])=[O:15])=[O:11])=[CH:7][CH:6]=1)([CH3:4])([CH3:3])[CH3:2].CCN(C(C)C)C(C)C.[F:55][C:56]([F:75])([F:74])[S:57](N(C1C=CC=CC=1)[S:57]([C:56]([F:75])([F:74])[F:55])(=[O:59])=[O:58])(=[O:59])=[O:58]. (2) The reactants are: Cl[C:2]1[CH:7]=[C:6]([C:8]([F:11])([F:10])[F:9])[CH:5]=[C:4]([Cl:12])[N:3]=1.CCN(C(C)C)C(C)C.[CH3:22][N:23]1[CH2:28][CH2:27][NH:26][CH2:25][CH2:24]1. Given the product [Cl:12][C:4]1[N:3]=[C:2]([N:26]2[CH2:27][CH2:28][N:23]([CH3:22])[CH2:24][CH2:25]2)[CH:7]=[C:6]([C:8]([F:11])([F:10])[F:9])[CH:5]=1, predict the reactants needed to synthesize it. (3) Given the product [CH2:1]([O:8][C:9]1[CH:16]=[CH:15][C:12]([C:13]#[N:14])=[CH:11][C:10]=1[O:17][CH2:24][O:25][CH3:26])[C:2]1[CH:3]=[CH:4][CH:5]=[CH:6][CH:7]=1, predict the reactants needed to synthesize it. The reactants are: [CH2:1]([O:8][C:9]1[CH:16]=[CH:15][C:12]([C:13]#[N:14])=[CH:11][C:10]=1[OH:17])[C:2]1[CH:7]=[CH:6][CH:5]=[CH:4][CH:3]=1.CC(C)([O-])C.[K+].[CH3:24][O:25][CH2:26]Cl. (4) Given the product [CH:1]1([CH:7]2[CH2:16][CH2:15][C:14]3[C:9](=[CH:10][CH:11]=[CH:12][CH:13]=3)[NH:8]2)[CH2:2][CH2:3][CH2:4][CH2:5][CH2:6]1, predict the reactants needed to synthesize it. The reactants are: [CH:1]1([C:7]2[CH:16]=[CH:15][C:14]3[C:9](=[CH:10][CH:11]=[CH:12][CH:13]=3)[N:8]=2)[CH2:6][CH2:5][CH2:4][CH2:3][CH2:2]1.C([BH3-])#N.[Na+].[OH-].[Na+].